Dataset: Full USPTO retrosynthesis dataset with 1.9M reactions from patents (1976-2016). Task: Predict the reactants needed to synthesize the given product. Given the product [OH:26][CH:27]([C:29]1[O:30][C:31](=[O:45])[C:32]2[C:37]([C:38]=1[C:39]1[CH:44]=[CH:43][CH:42]=[CH:41][N:40]=1)=[CH:36][CH:35]=[CH:34][CH:33]=2)[CH3:28], predict the reactants needed to synthesize it. The reactants are: CCCC[N+](CCCC)(CCCC)CCCC.[F-].[Si]([O:26][CH:27]([C:29]1[O:30][C:31](=[O:45])[C:32]2[C:37]([C:38]=1[C:39]1[CH:44]=[CH:43][CH:42]=[CH:41][N:40]=1)=[CH:36][CH:35]=[CH:34][CH:33]=2)[CH3:28])(C(C)(C)C)(C)C.